The task is: Predict the reaction yield, written as a fraction of the theoretical maximum amount of product (1.0 means a 100% yield; for example, 0.34 means a 34% yield).. This data is from Reaction yield outcomes from USPTO patents with 853,638 reactions. (1) The reactants are [Cl:1][C:2]1[C:3]([O:12][C:13]2[CH:18]=[C:17]([O:19][CH2:20][CH:21]3[CH2:25][CH2:24][CH2:23][O:22]3)[CH:16]=[CH:15][C:14]=2/[CH:26]=[CH:27]/[C:28]([OH:30])=O)=[N:4][CH:5]=[C:6]([C:8]([F:11])([F:10])[F:9])[CH:7]=1.Cl.C(N=C=NCCCN(C)C)C.[CH2:43]([S:48]([NH2:51])(=[O:50])=[O:49])[CH2:44][CH2:45][CH2:46][CH3:47].Cl. The catalyst is C(#N)C.CN(C)C1C=CN=CC=1.C(OCC)(=O)C. The product is [Cl:1][C:2]1[C:3]([O:12][C:13]2[CH:18]=[C:17]([O:19][CH2:20][CH:21]3[CH2:25][CH2:24][CH2:23][O:22]3)[CH:16]=[CH:15][C:14]=2/[CH:26]=[CH:27]/[C:28]([NH:51][S:48]([CH2:43][CH2:44][CH2:45][CH2:46][CH3:47])(=[O:50])=[O:49])=[O:30])=[N:4][CH:5]=[C:6]([C:8]([F:10])([F:9])[F:11])[CH:7]=1. The yield is 0.200. (2) The reactants are [CH3:1][C:2]([O:4][C:5]([CH3:7])=[O:6])=O.[C:8]([O:12][C:13]([N:15]1[CH2:20][CH2:19][N:18]([C:21]2[N:26]=[CH:25][N+:24]([O-])=[C:23]3C[CH2:29][C@@H:30](C)[C:22]=23)[CH2:17][CH2:16]1)=[O:14])([CH3:11])([CH3:10])[CH3:9]. No catalyst specified. The product is [C:5]([O:4][CH:2]1[C:23]2[N:24]=[CH:25][N:26]=[C:21]([N:18]3[CH2:19][CH2:20][N:15]([C:13]([O:12][C:8]([CH3:11])([CH3:10])[CH3:9])=[O:14])[CH2:16][CH2:17]3)[C:22]=2[C@H:30]([CH3:29])[CH2:1]1)(=[O:6])[CH3:7]. The yield is 1.00. (3) The reactants are [CH2:1]([OH:13])[CH2:2][CH2:3][CH2:4][CH2:5][CH2:6][CH2:7][CH2:8][CH2:9][CH2:10][CH2:11][CH3:12].[C:14](OCC)(=[O:18])[CH:15]([CH3:17])[OH:16]. No catalyst specified. The product is [C:14]([O:13][CH2:1][CH2:2][CH2:3][CH2:4][CH2:5][CH2:6][CH2:7][CH2:8][CH2:9][CH2:10][CH2:11][CH3:12])(=[O:18])[CH:15]([CH3:17])[OH:16]. The yield is 0.780. (4) The reactants are [CH3:1][N:2]([CH3:6])[CH2:3][CH2:4][OH:5].[H-].[Na+].[Br:9][C:10]1[CH:11]=[N:12][CH:13]=[C:14](Br)[CH:15]=1. The catalyst is CN(C=O)C. The product is [Br:9][C:10]1[CH:15]=[C:14]([O:5][CH2:4][CH2:3][N:2]([CH3:6])[CH3:1])[CH:13]=[N:12][CH:11]=1. The yield is 0.780. (5) The reactants are [Cl:1][C:2]1[C:24]([O:25][CH2:26][CH3:27])=[CH:23][C:5]([CH2:6][N:7]2[CH2:12][CH2:11][CH:10]([NH:13][C:14]3[CH:22]=[CH:21][C:17]([C:18]([OH:20])=O)=[CH:16][N:15]=3)[CH2:9][CH2:8]2)=[CH:4][C:3]=1[O:28][CH2:29][CH3:30].[NH2:31][CH2:32][CH2:33][OH:34].C(N(C(C)C)C(C)C)C.CN(C(ON1N=NC2C=CC=NC1=2)=[N+](C)C)C.F[P-](F)(F)(F)(F)F. The catalyst is CN(C=O)C. The product is [Cl:1][C:2]1[C:24]([O:25][CH2:26][CH3:27])=[CH:23][C:5]([CH2:6][N:7]2[CH2:8][CH2:9][CH:10]([NH:13][C:14]3[CH:22]=[CH:21][C:17]([C:18]([NH:31][CH2:32][CH2:33][OH:34])=[O:20])=[CH:16][N:15]=3)[CH2:11][CH2:12]2)=[CH:4][C:3]=1[O:28][CH2:29][CH3:30]. The yield is 0.420. (6) The reactants are [Cl:1][C:2]1[CH:3]=[CH:4][C:5]([S:9][CH3:10])=[C:6]([NH2:8])[CH:7]=1.[O:11]1[CH:15]=[CH:14][CH:13]=[C:12]1[S:16](Cl)(=[O:18])=[O:17]. No catalyst specified. The product is [Cl:1][C:2]1[CH:3]=[CH:4][C:5]([S:9][CH3:10])=[C:6]([NH:8][S:16]([C:12]2[O:11][CH:15]=[CH:14][CH:13]=2)(=[O:18])=[O:17])[CH:7]=1. The yield is 0.470. (7) The reactants are [CH:1]1([C:4]([NH:6][C:7]2[N:8]=[CH:9][C:10]3[C:15]([CH:16]=2)=[CH:14][CH:13]=[C:12]([O:17][C:18]([CH3:25])([CH3:24])[C:19](OCC)=[O:20])[CH:11]=3)=[O:5])[CH2:3][CH2:2]1.[AlH4-].[Li+]. The catalyst is O1CCCC1. The product is [OH:20][CH2:19][C:18]([CH3:25])([O:17][C:12]1[CH:11]=[C:10]2[C:15]([CH:16]=[C:7]([NH:6][C:4]([CH:1]3[CH2:3][CH2:2]3)=[O:5])[N:8]=[CH:9]2)=[CH:14][CH:13]=1)[CH3:24]. The yield is 0.0900.